From a dataset of Peptide-MHC class II binding affinity with 134,281 pairs from IEDB. Regression. Given a peptide amino acid sequence and an MHC pseudo amino acid sequence, predict their binding affinity value. This is MHC class II binding data. (1) The peptide sequence is INEPTAAAIQYGLDR. The MHC is HLA-DQA10102-DQB10602 with pseudo-sequence HLA-DQA10102-DQB10602. The binding affinity (normalized) is 0.773. (2) The MHC is DRB4_0101 with pseudo-sequence DRB4_0103. The peptide sequence is GELQIVDKIDAAFEI. The binding affinity (normalized) is 0.733. (3) The peptide sequence is PAAAYATATPAAATA. The MHC is DRB4_0101 with pseudo-sequence DRB4_0103. The binding affinity (normalized) is 0.467. (4) The peptide sequence is AAPAAVAAAGDAAKG. The MHC is DRB3_0202 with pseudo-sequence DRB3_0202. The binding affinity (normalized) is 0. (5) The peptide sequence is DKISDVSTIVPYIGPALNIV. The MHC is HLA-DQA10102-DQB10602 with pseudo-sequence HLA-DQA10102-DQB10602. The binding affinity (normalized) is 0.314. (6) The peptide sequence is WLGARYLEFEALGFLNE. The MHC is DRB1_0301 with pseudo-sequence DRB1_0301. The binding affinity (normalized) is 0.280. (7) The peptide sequence is LSFLYTLELKNPRDR. The MHC is DRB1_0101 with pseudo-sequence DRB1_0101. The binding affinity (normalized) is 0.828.